This data is from HIV replication inhibition screening data with 41,000+ compounds from the AIDS Antiviral Screen. The task is: Binary Classification. Given a drug SMILES string, predict its activity (active/inactive) in a high-throughput screening assay against a specified biological target. (1) The compound is Cc1cc2c(c3nocc13)C(=O)c1ccccc1C2=O. The result is 0 (inactive). (2) The drug is O=C(O)C1SCCS1. The result is 0 (inactive).